From a dataset of Full USPTO retrosynthesis dataset with 1.9M reactions from patents (1976-2016). Predict the reactants needed to synthesize the given product. Given the product [S:1]1[C:5]([C:6]([OH:8])=[O:7])=[CH:4][N:3]=[C:2]1[C:11]([OH:13])=[O:12], predict the reactants needed to synthesize it. The reactants are: [S:1]1[C:5]([C:6]([O:8]CC)=[O:7])=[CH:4][N:3]=[C:2]1[C:11]([O:13]CC)=[O:12].O[Li].O.